From a dataset of Forward reaction prediction with 1.9M reactions from USPTO patents (1976-2016). Predict the product of the given reaction. (1) Given the reactants CN(C(ON1N=NC2C=CC=NC1=2)=[N+](C)C)C.F[P-](F)(F)(F)(F)F.[NH2:25][C:26]1[C:27]([C:36]([OH:38])=O)=[CH:28][C:29]2[C:34]([CH:35]=1)=[CH:33][CH:32]=[CH:31][CH:30]=2.[CH:39]1([O:43][C@H:44]([CH3:51])[C@@H:45]([C:47]([O:49][CH3:50])=[O:48])[NH2:46])[CH2:42][CH2:41][CH2:40]1.C(N(C(C)C)CC)(C)C, predict the reaction product. The product is: [NH2:25][C:26]1[C:27]([C:36]([NH:46][C@H:45]([C:47]([O:49][CH3:50])=[O:48])[C@@H:44]([CH3:51])[O:43][CH:39]2[CH2:42][CH2:41][CH2:40]2)=[O:38])=[CH:28][C:29]2[C:34]([CH:35]=1)=[CH:33][CH:32]=[CH:31][CH:30]=2. (2) Given the reactants [O:1]=[C:2]1[C:11]2[C:6](=[CH:7][CH:8]=[CH:9][CH:10]=2)[C:5]([CH2:12][C:13]2[CH:14]=[C:15]([CH:19]=[CH:20][CH:21]=2)C(O)=O)=[N:4][NH:3]1.[N:22]1([C:29](OC(C)(C)C)=[O:30])[CH2:28][CH2:27][CH2:26][NH:25][CH2:24][CH2:23]1, predict the reaction product. The product is: [N:22]1([C:29]([C:15]2[CH:14]=[C:13]([CH:21]=[CH:20][CH:19]=2)[CH2:12][C:5]2[C:6]3[C:11](=[CH:10][CH:9]=[CH:8][CH:7]=3)[C:2](=[O:1])[NH:3][N:4]=2)=[O:30])[CH2:28][CH2:27][CH2:26][NH:25][CH2:24][CH2:23]1. (3) Given the reactants [CH2:1]([O:3][C:4]1[CH:5]=[C:6]([C:10]([CH3:15])([CH3:14])[C:11](=[O:13])[CH3:12])[CH:7]=[CH:8][CH:9]=1)[CH3:2].[I:16]N1C(=O)CCC1=O.FC(F)(F)C(O)=O, predict the reaction product. The product is: [CH2:1]([O:3][C:4]1[CH:5]=[C:6]([C:10]([CH3:14])([CH3:15])[C:11](=[O:13])[CH3:12])[CH:7]=[CH:8][C:9]=1[I:16])[CH3:2]. (4) Given the reactants [N+:1]([C:4]1[CH:10]=[C:9](Br)[CH:8]=[CH:7][C:5]=1[NH2:6])([O-:3])=[O:2].[CH:12]1[C:21]2[C:16](=[CH:17][CH:18]=[CH:19][CH:20]=2)[CH:15]=[CH:14][C:13]=1B(O)O.C(=O)([O-])[O-].[K+].[K+].O, predict the reaction product. The product is: [N+:1]([C:4]1[CH:10]=[C:9]([C:14]2[CH:13]=[CH:12][C:21]3[C:16](=[CH:17][CH:18]=[CH:19][CH:20]=3)[CH:15]=2)[CH:8]=[CH:7][C:5]=1[NH2:6])([O-:3])=[O:2]. (5) Given the reactants [CH2:1]([N:8]1[CH2:16][C@@H:15]2[C@:10]([CH3:22])([CH2:11][CH2:12][C:13]3[C:20](Br)=[CH:19][CH:18]=[CH:17][C:14]=32)[CH2:9]1)[C:2]1[CH:7]=[CH:6][CH:5]=[CH:4][CH:3]=1.C(=O)([O-])[O-].[Na+].[Na+].[CH:29](/B(O)O)=[CH:30]/[CH3:31], predict the reaction product. The product is: [CH2:1]([N:8]1[CH2:16][C@@H:15]2[C@:10]([CH3:22])([CH2:11][CH2:12][C:13]3[C:20](/[CH:29]=[CH:30]\[CH3:31])=[CH:19][CH:18]=[CH:17][C:14]=32)[CH2:9]1)[C:2]1[CH:7]=[CH:6][CH:5]=[CH:4][CH:3]=1. (6) The product is: [CH3:7][C:6]([OH:8])([CH2:5][CH2:4][CH:3]=[C:2]([CH3:9])[CH3:1])[C:11]#[C:10][CH3:12]. Given the reactants [CH3:1][C:2]([CH3:9])=[CH:3][CH2:4][CH2:5][C:6](=[O:8])[CH3:7].[C:10]([Mg]Br)([CH3:12])=[CH2:11].[Cl-].[NH4+], predict the reaction product. (7) Given the reactants [NH2:1][C:2]1[CH:3]=[N:4][CH:5]=[CH:6][CH:7]=1.C(N(CC)CC)C.[Cl:15][C:16]([Cl:21])([Cl:20])[C:17](Cl)=[O:18], predict the reaction product. The product is: [Cl:15][C:16]([Cl:21])([Cl:20])[C:17]([NH:1][C:2]1[CH:3]=[N:4][CH:5]=[CH:6][CH:7]=1)=[O:18].